This data is from Catalyst prediction with 721,799 reactions and 888 catalyst types from USPTO. The task is: Predict which catalyst facilitates the given reaction. (1) Reactant: [CH3:1][O:2][C:3](=[O:34])[CH:4]([O:31][CH2:32][CH3:33])[CH2:5][C:6]1[CH:11]=[CH:10][C:9]([C:12]2([CH2:15][N:16](C(OC(C)(C)C)=O)[CH2:17][CH2:18][CH2:19][CH2:20][CH2:21][CH2:22][CH3:23])[CH2:14][CH2:13]2)=[CH:8][CH:7]=1.[ClH:35]. Product: [CH3:1][O:2][C:3](=[O:34])[CH:4]([O:31][CH2:32][CH3:33])[CH2:5][C:6]1[CH:11]=[CH:10][C:9]([C:12]2([CH2:15][NH:16][CH2:17][CH2:18][CH2:19][CH2:20][CH2:21][CH2:22][CH3:23])[CH2:13][CH2:14]2)=[CH:8][CH:7]=1.[ClH:35]. The catalyst class is: 13. (2) Reactant: C([O:8][C:9]1[CH:14]=[CH:13][C:12]([C:15]2[C:19]([C:20]3[CH:25]=[CH:24][N:23]=[CH:22][CH:21]=3)=[CH:18][N:17]([CH3:26])[N:16]=2)=[CH:11][CH:10]=1)C1C=CC=CC=1. The catalyst class is: 591. Product: [CH3:26][N:17]1[CH:18]=[C:19]([C:20]2[CH:21]=[CH:22][N:23]=[CH:24][CH:25]=2)[C:15]([C:12]2[CH:13]=[CH:14][C:9]([OH:8])=[CH:10][CH:11]=2)=[N:16]1. (3) Reactant: C(O[C:4](=[O:15])[C:5]1[CH:10]=[C:9]([CH2:11][CH3:12])[CH:8]=[N:7][C:6]=1[NH:13][CH3:14])C.[OH-].[K+].[C:18]([C:22]1[CH:39]=[CH:38][C:25]([CH2:26][NH:27][CH2:28][CH2:29][C:30]2[CH:35]=[CH:34][C:33]([Cl:36])=[C:32]([Cl:37])[CH:31]=2)=[CH:24][CH:23]=1)([CH3:21])([CH3:20])[CH3:19].CN(C(ON1N=NC2C=CC=CC1=2)=[N+](C)C)C.F[P-](F)(F)(F)(F)F.CN1CCOCC1. Product: [C:18]([C:22]1[CH:39]=[CH:38][C:25]([CH2:26][N:27]([CH2:28][CH2:29][C:30]2[CH:35]=[CH:34][C:33]([Cl:36])=[C:32]([Cl:37])[CH:31]=2)[C:4](=[O:15])[C:5]2[CH:10]=[C:9]([CH2:11][CH3:12])[CH:8]=[N:7][C:6]=2[NH:13][CH3:14])=[CH:24][CH:23]=1)([CH3:21])([CH3:19])[CH3:20]. The catalyst class is: 1. (4) Reactant: [OH:1][CH2:2][CH2:3][CH2:4][O:5][CH2:6][C:7]1[CH:19]=[CH:18][CH:17]=[C:16]([CH3:20])[C:8]=1[C:9]([O:11]C(C)(C)C)=[O:10].[H-].[Na+].[CH3:23][C:24]1[O:28][C:27]([C:29]2[CH:30]=[C:31]([CH3:35])[CH:32]=[CH:33][CH:34]=2)=[N:26][C:25]=1[CH2:36]I.O. Product: [CH3:20][C:16]1[CH:17]=[CH:18][CH:19]=[C:7]([CH2:6][O:5][CH2:4][CH2:3][CH2:2][O:1][CH2:36][C:25]2[N:26]=[C:27]([C:29]3[CH:30]=[C:31]([CH3:35])[CH:32]=[CH:33][CH:34]=3)[O:28][C:24]=2[CH3:23])[C:8]=1[C:9]([OH:11])=[O:10]. The catalyst class is: 237. (5) Reactant: Cl[C:2]1[CH:3]=[C:4]([N+:12]([O-])=O)[C:5]2[O:9][C:8](=[O:10])[NH:7][C:6]=2[CH:11]=1. Product: [NH2:12][C:4]1[C:5]2[O:9][C:8](=[O:10])[NH:7][C:6]=2[CH:11]=[CH:2][CH:3]=1. The catalyst class is: 63.